This data is from Reaction yield outcomes from USPTO patents with 853,638 reactions. The task is: Predict the reaction yield, written as a fraction of the theoretical maximum amount of product (1.0 means a 100% yield; for example, 0.34 means a 34% yield). (1) The reactants are [N:1]1[C:10]2[C:5](=[CH:6][CH:7]=[CH:8][C:9]=2[S:11](Cl)(=[O:13])=[O:12])[CH:4]=[CH:3][CH:2]=1.[NH3:15]. The catalyst is C(Cl)Cl. The product is [N:1]1[C:10]2[C:5](=[CH:6][CH:7]=[CH:8][C:9]=2[S:11]([NH2:15])(=[O:13])=[O:12])[CH:4]=[CH:3][CH:2]=1. The yield is 0.470. (2) The reactants are ClC(Cl)(Cl)C#N.C1CCN2C(=NCCC2)CC1.C(C1C=CC(CC2C=CC(NC(=O)OCC3C=CC=CC=3)=CC=2O)=CC=1)C.C([O:53][C@@H:54]1[C@@H:86]([O:87]C(=O)C2C=CC=CC=2)[C@H:85]([O:96]C(=O)C2C=CC=CC=2)[C@@:84]([CH3:115])([CH2:105][O:106]C(=O)C2C=CC=CC=2)[O:83][C@H:55]1[O:56][C:57]1[CH:62]=[C:61]([NH:63]C(OCC2C=CC=CC=2)=O)[CH:60]=[CH:59][C:58]=1[CH2:74][C:75]1[CH:80]=[CH:79][C:78]([CH2:81][CH3:82])=[CH:77][CH:76]=1)(=O)C1C=CC=CC=1.C(O[C@@H]1[C@@H](OC(=O)C2C=CC=CC=2)[C@H](OC(=O)C2C=CC=CC=2)[C@@](C)(COC(=O)C2C=CC=CC=2)O[C@H]1OC1C=C(N)C=CC=1CC1C=CC(CC)=CC=1)(=O)C1C=CC=CC=1.C(=O)([O-])[O-].[K+].[K+]. The catalyst is [Pd].CO.C(Cl)Cl.O1CCCC1. The product is [CH3:115][C@:84]1([CH2:105][OH:106])[O:83][C@@H:55]([O:56][C:57]2[CH:62]=[C:61]([NH2:63])[CH:60]=[CH:59][C:58]=2[CH2:74][C:75]2[CH:76]=[CH:77][C:78]([CH2:81][CH3:82])=[CH:79][CH:80]=2)[C@H:54]([OH:53])[C@@H:86]([OH:87])[C@@H:85]1[OH:96]. The yield is 0.160. (3) The reactants are C(N(CC)CC)C.[CH3:8][S:9](Cl)(=[O:11])=[O:10].[F:13][CH:14]([F:29])[C:15]1[CH:28]=[CH:27][C:18]([CH2:19][N:20]2[CH2:24][CH2:23][C@H:22]([OH:25])[C:21]2=[O:26])=[CH:17][CH:16]=1. The catalyst is ClCCl.O. The product is [CH3:8][S:9]([O:25][C@H:22]1[CH2:23][CH2:24][N:20]([CH2:19][C:18]2[CH:17]=[CH:16][C:15]([CH:14]([F:13])[F:29])=[CH:28][CH:27]=2)[C:21]1=[O:26])(=[O:11])=[O:10]. The yield is 0.660. (4) The catalyst is C(O)(=O)C. The yield is 0.750. The product is [Br:1][C:2]1[C:3]([C:8]2[CH:13]=[CH:12][CH:11]=[CH:10][CH:9]=2)=[N:4][N:5]2[CH:18]=[CH:17][CH:16]=[N:7][C:6]=12. The reactants are [Br:1][C:2]1[C:3]([C:8]2[CH:13]=[CH:12][CH:11]=[CH:10][CH:9]=2)=[N:4][NH:5][C:6]=1[NH2:7].CO[CH:16](OC)[CH2:17][CH:18](OC)OC.O.[NH4+].[OH-]. (5) The reactants are [H-].[Na+].[CH2:3]([O:10][CH:11]1[CH2:14][CH:13]([OH:15])[CH2:12]1)[C:4]1[CH:9]=[CH:8][CH:7]=[CH:6][CH:5]=1.[Cl:16][C:17]1[CH:22]=[C:21](F)[CH:20]=[CH:19][N:18]=1.[NH4+].[Cl-]. The catalyst is C1COCC1.CCOC(C)=O. The product is [CH2:3]([O:10][CH:11]1[CH2:14][CH:13]([O:15][C:21]2[CH:20]=[CH:19][N:18]=[C:17]([Cl:16])[CH:22]=2)[CH2:12]1)[C:4]1[CH:9]=[CH:8][CH:7]=[CH:6][CH:5]=1. The yield is 0.720. (6) The reactants are F[C:2]1[CH:3]=[N:4][CH:5]=[C:6](F)[CH:7]=1.[CH3:9][O-:10].[Na+].[CH3:12][OH:13]. No catalyst specified. The product is [CH3:9][O:10][C:2]1[CH:3]=[N:4][CH:5]=[C:6]([O:13][CH3:12])[CH:7]=1. The yield is 0.570. (7) No catalyst specified. The product is [Cl:1][C:2]1[CH:7]=[CH:6][C:5]([S:8]([NH:11][C:12]2[C:17]([C:18]3[CH:23]=[CH:22][C:21]([CH2:24][N:27]([CH3:26])[C:28]4[CH:33]=[CH:32][CH:31]=[CH:30][CH:29]=4)=[CH:20][CH:19]=3)=[N:16][CH:15]=[CH:14][N:13]=2)(=[O:10])=[O:9])=[CH:4][CH:3]=1. The yield is 0.760. The reactants are [Cl:1][C:2]1[CH:7]=[CH:6][C:5]([S:8]([NH:11][C:12]2[C:17]([C:18]3[CH:23]=[CH:22][C:21]([CH2:24]Cl)=[CH:20][CH:19]=3)=[N:16][CH:15]=[CH:14][N:13]=2)(=[O:10])=[O:9])=[CH:4][CH:3]=1.[CH3:26][NH:27][C:28]1[CH:33]=[CH:32][CH:31]=[CH:30][CH:29]=1. (8) The reactants are [CH2:1]([N:8]1[C@@H:13]2[C@H:14](S(C3C=CC=CC=3)(=O)=O)[CH2:15][C@@:9]1([C:26]1[CH:31]=[CH:30][C:29]([F:32])=[CH:28][CH:27]=1)[C@H:10]([OH:25])[CH2:11][CH2:12]2)[C:2]1[CH:7]=[CH:6][CH:5]=[CH:4][CH:3]=1.[C-]1C2C(=CC=CC=2)C=CC=1.[Li+]. The catalyst is C1COCC1. The product is [CH2:1]([N:8]1[C@@H:13]2[CH2:14][CH2:15][C@@:9]1([C:26]1[CH:27]=[CH:28][C:29]([F:32])=[CH:30][CH:31]=1)[C@H:10]([OH:25])[CH2:11][CH2:12]2)[C:2]1[CH:3]=[CH:4][CH:5]=[CH:6][CH:7]=1. The yield is 0.730. (9) The reactants are [C:1]([N:5]1[C:9](=[O:10])[C:8](Cl)=[C:7]([C:12]2[CH:17]=[CH:16][CH:15]=[CH:14][CH:13]=2)[S:6]1(=[O:19])=[O:18])([CH3:4])([CH3:3])[CH3:2].[C:20]1([CH2:26][CH2:27][CH2:28][CH2:29][NH2:30])[CH:25]=[CH:24][CH:23]=[CH:22][CH:21]=1. The catalyst is CC#N. The product is [C:1]([N:5]1[C:9](=[O:10])[C:8]([NH:30][CH2:29][CH2:28][CH2:27][CH2:26][C:20]2[CH:25]=[CH:24][CH:23]=[CH:22][CH:21]=2)=[C:7]([C:12]2[CH:17]=[CH:16][CH:15]=[CH:14][CH:13]=2)[S:6]1(=[O:19])=[O:18])([CH3:4])([CH3:3])[CH3:2]. The yield is 0.920.